From a dataset of Full USPTO retrosynthesis dataset with 1.9M reactions from patents (1976-2016). Predict the reactants needed to synthesize the given product. (1) Given the product [C:30]([N:33]1[CH2:38][CH2:37][N:36]([CH2:2][CH2:3][CH2:4][O:5][C:6]2[CH:15]=[C:14]3[C:9]([C:10]([O:16][C:17]4[C:18]([F:27])=[C:19]5[C:23](=[CH:24][CH:25]=4)[NH:22][C:21]([CH3:26])=[CH:20]5)=[N:11][CH:12]=[N:13]3)=[CH:8][C:7]=2[O:28][CH3:29])[CH2:35][CH2:34]1)(=[O:32])[CH3:31], predict the reactants needed to synthesize it. The reactants are: Br[CH2:2][CH2:3][CH2:4][O:5][C:6]1[CH:15]=[C:14]2[C:9]([C:10]([O:16][C:17]3[C:18]([F:27])=[C:19]4[C:23](=[CH:24][CH:25]=3)[NH:22][C:21]([CH3:26])=[CH:20]4)=[N:11][CH:12]=[N:13]2)=[CH:8][C:7]=1[O:28][CH3:29].[C:30]([N:33]1[CH2:38][CH2:37][NH:36][CH2:35][CH2:34]1)(=[O:32])[CH3:31]. (2) The reactants are: [F:1][C:2]1[CH:7]=[CH:6][C:5]([C:8]2[CH:13]=[CH:12][C:11]([S:14](Cl)(=[O:16])=[O:15])=[CH:10][CH:9]=2)=[CH:4][CH:3]=1.Cl.[C:19]([O:23][C:24]([N:26]1[CH2:30][C@H:29]2[C@H:31]3[C@@H:35]([C@H:28]2[CH2:27]1)[CH2:34][NH:33][CH2:32]3)=[O:25])([CH3:22])([CH3:21])[CH3:20].N1C=CC=CC=1. Given the product [C:19]([O:23][C:24]([N:26]1[CH2:30][C@H:29]2[C@H:31]3[C@@H:35]([C@H:28]2[CH2:27]1)[CH2:34][N:33]([S:14]([C:11]1[CH:12]=[CH:13][C:8]([C:5]2[CH:6]=[CH:7][C:2]([F:1])=[CH:3][CH:4]=2)=[CH:9][CH:10]=1)(=[O:16])=[O:15])[CH2:32]3)=[O:25])([CH3:22])([CH3:20])[CH3:21], predict the reactants needed to synthesize it. (3) Given the product [Cl:22][C:23]1[CH:24]=[C:25]([CH:27]=[CH:28][CH:29]=1)[NH:26][C:2]1[C:11]2[C:6](=[CH:7][C:8]([O:20][CH3:21])=[CH:9][C:10]=2[O:12][CH:13]2[CH2:18][CH2:17][N:16]([CH3:19])[CH2:15][CH2:14]2)[N:5]=[CH:4][N:3]=1, predict the reactants needed to synthesize it. The reactants are: Cl[C:2]1[C:11]2[C:6](=[CH:7][C:8]([O:20][CH3:21])=[CH:9][C:10]=2[O:12][CH:13]2[CH2:18][CH2:17][N:16]([CH3:19])[CH2:15][CH2:14]2)[N:5]=[CH:4][N:3]=1.[Cl:22][C:23]1[CH:24]=[C:25]([CH:27]=[CH:28][CH:29]=1)[NH2:26].[2H]C(Cl)(Cl)Cl. (4) Given the product [Br:1][C:2]1[C:10]2[O:9][CH2:8][C@@H:7]([N:11]([C:26](=[O:31])[C:27]([F:28])([F:29])[F:30])[C:12]3[CH:25]=[CH:24][C:15]4[C@H:16]([CH2:19][C:20]([O:22][CH3:23])=[O:21])[CH2:17][O:18][C:14]=4[CH:13]=3)[C:6]=2[CH:5]=[CH:4][CH:3]=1, predict the reactants needed to synthesize it. The reactants are: [Br:1][C:2]1[C:10]2[O:9][CH2:8][CH:7]([N:11]([C:26](=[O:31])[C:27]([F:30])([F:29])[F:28])[C:12]3[CH:25]=[CH:24][C:15]4[C@H:16]([CH2:19][C:20]([O:22][CH3:23])=[O:21])[CH2:17][O:18][C:14]=4[CH:13]=3)[C:6]=2[CH:5]=[CH:4][CH:3]=1.C(OC(C)C)(C)C. (5) Given the product [NH2:4][C:5]1[N:6]=[C:7]2[CH:12]=[CH:11][C:10]([C:13]3[N:17]4[CH2:18][CH2:19][N:20]([C:22]([O:24][C:25]([CH3:26])([CH3:27])[CH3:28])=[O:23])[CH2:21][C:16]4=[N:15][C:14]=3[C:29]3[CH:30]=[CH:31][C:32]([F:35])=[CH:33][CH:34]=3)=[N:9][N:8]2[CH:36]=1, predict the reactants needed to synthesize it. The reactants are: C([NH:4][C:5]1[N:6]=[C:7]2[CH:12]=[CH:11][C:10]([C:13]3[N:17]4[CH2:18][CH2:19][N:20]([C:22]([O:24][C:25]([CH3:28])([CH3:27])[CH3:26])=[O:23])[CH2:21][C:16]4=[N:15][C:14]=3[C:29]3[CH:34]=[CH:33][C:32]([F:35])=[CH:31][CH:30]=3)=[N:9][N:8]2[CH:36]=1)(=O)C.[OH-].[K+]. (6) Given the product [CH3:11][C:1]1[CH:6]=[CH:5][C:4]([S:7]([O:12][CH2:13][C:14]2[N:19]=[C:18]([N:20]3[CH2:24][CH2:23][CH2:22][CH:21]3[C:25]3[O:29][N:28]=[C:27]([C:30]4[CH:35]=[CH:34][CH:33]=[CH:32][N:31]=4)[CH:26]=3)[N:17]=[C:16]([NH:36][CH:37]3[CH:41]=[C:40]([CH3:42])[NH:39][N:38]3[S:7]([C:4]3[CH:5]=[CH:6][C:48]([CH3:49])=[CH:2][CH:3]=3)(=[O:9])=[O:8])[CH:15]=2)(=[O:9])=[O:8])=[CH:3][CH:2]=1, predict the reactants needed to synthesize it. The reactants are: [C:1]1([CH3:11])[CH:6]=[CH:5][C:4]([S:7](Cl)(=[O:9])=[O:8])=[CH:3][CH:2]=1.[OH:12][CH2:13][C:14]1[N:19]=[C:18]([N:20]2[CH2:24][CH2:23][CH2:22][CH:21]2[C:25]2[O:29][N:28]=[C:27]([C:30]3[CH:35]=[CH:34][CH:33]=[CH:32][N:31]=3)[CH:26]=2)[N:17]=[C:16]([NH:36][C:37]2[CH:41]=[C:40]([CH3:42])[NH:39][N:38]=2)[CH:15]=1.C(N([CH2:48][CH3:49])CC)C. (7) Given the product [Cl:1][C:2]1[CH:3]=[C:4]2[C:8](=[CH:9][CH:10]=1)[NH:7][C:6]([C:11](=[O:12])[CH2:17][CH2:18][CH2:19][CH2:20][CH2:21][CH3:22])=[CH:5]2, predict the reactants needed to synthesize it. The reactants are: [Cl:1][C:2]1[CH:3]=[C:4]2[C:8](=[CH:9][CH:10]=1)[NH:7][C:6]([C:11](N(OC)C)=[O:12])=[CH:5]2.[CH2:17]([Li])[CH2:18][CH2:19][CH2:20][CH2:21][CH3:22].Cl. (8) Given the product [ClH:34].[NH2:21][CH2:20][C@@H:4]1[O:3][C:2](=[O:1])[N:6]([C:7]2[CH:12]=[CH:11][C:10]([N:13]3[CH2:18][CH2:17][O:16][CH2:15][C:14]3=[O:19])=[CH:9][CH:8]=2)[CH2:5]1, predict the reactants needed to synthesize it. The reactants are: [O:1]=[C:2]1[N:6]([C:7]2[CH:12]=[CH:11][C:10]([N:13]3[CH2:18][CH2:17][O:16][CH2:15][C:14]3=[O:19])=[CH:9][CH:8]=2)[CH2:5][C@H:4]([CH2:20][N:21]2C(=O)C3C(=CC=CC=3)C2=O)[O:3]1.CN.[ClH:34]. (9) The reactants are: [BH4-].[Na+].[C:3]1([C:9](=[N:16][C@@H:17]([C@H:25]2[CH2:30][CH2:29][CH2:28][C:27](=[O:31])[CH2:26]2)[C:18]([O:20][C:21]([CH3:24])([CH3:23])[CH3:22])=[O:19])[C:10]2[CH:15]=[CH:14][CH:13]=[CH:12][CH:11]=2)[CH:8]=[CH:7][CH:6]=[CH:5][CH:4]=1.O.C(OCC)(=O)C. Given the product [C:3]1([CH:9]([NH:16][C@@H:17]([C@H:25]2[CH2:30][CH2:29][CH2:28][CH:27]([OH:31])[CH2:26]2)[C:18]([O:20][C:21]([CH3:24])([CH3:23])[CH3:22])=[O:19])[C:10]2[CH:15]=[CH:14][CH:13]=[CH:12][CH:11]=2)[CH:4]=[CH:5][CH:6]=[CH:7][CH:8]=1, predict the reactants needed to synthesize it.